From a dataset of Full USPTO retrosynthesis dataset with 1.9M reactions from patents (1976-2016). Predict the reactants needed to synthesize the given product. (1) Given the product [N:23]1[CH:24]=[CH:25][CH:26]=[CH:27][C:22]=1[S:21][CH2:9][C:10]([C:12]1[C:17]([CH3:18])=[CH:16][C:15]([CH3:19])=[CH:14][C:13]=1[CH3:20])=[O:11], predict the reactants needed to synthesize it. The reactants are: CCN(CC)CC.Br[CH2:9][C:10]([C:12]1[C:17]([CH3:18])=[CH:16][C:15]([CH3:19])=[CH:14][C:13]=1[CH3:20])=[O:11].[SH:21][C:22]1[CH:27]=[CH:26][CH:25]=[CH:24][N:23]=1. (2) Given the product [CH2:8]([N:15]1[C:19]2([CH2:20][CH2:21][NH:22][CH2:23][CH2:24]2)[NH:18][CH:17]([CH2:32][C:33]2[CH:34]=[CH:35][CH:36]=[CH:37][CH:38]=2)[C:16]1=[O:39])[C:9]1[CH:14]=[CH:13][CH:12]=[CH:11][CH:10]=1, predict the reactants needed to synthesize it. The reactants are: FC(F)(F)C(O)=O.[CH2:8]([N:15]1[C:19]2([CH2:24][CH2:23][N:22](C(OC(C)(C)C)=O)[CH2:21][CH2:20]2)[NH:18][CH:17]([CH2:32][C:33]2[CH:38]=[CH:37][CH:36]=[CH:35][CH:34]=2)[C:16]1=[O:39])[C:9]1[CH:14]=[CH:13][CH:12]=[CH:11][CH:10]=1.C([O-])(O)=O.[Na+]. (3) Given the product [CH2:1]([O:4][CH2:5][CH2:6][O:7][CH2:8][CH2:9][O:10][C:11]1[CH:16]=[CH:15][C:14]([N:17]2[C:18](=[O:23])[N:19]=[N:20][C:21]2=[O:22])=[CH:13][CH:12]=1)[C:2]#[CH:3], predict the reactants needed to synthesize it. The reactants are: [CH2:1]([O:4][CH2:5][CH2:6][O:7][CH2:8][CH2:9][O:10][C:11]1[CH:16]=[CH:15][C:14]([N:17]2[C:21](=[O:22])[NH:20][NH:19][C:18]2=[O:23])=[CH:13][CH:12]=1)[C:2]#[CH:3].